From a dataset of Catalyst prediction with 721,799 reactions and 888 catalyst types from USPTO. Predict which catalyst facilitates the given reaction. Reactant: [CH2:1]([CH:4]([CH2:15][CH:16]=[CH2:17])[CH2:5][O:6][SiH2:7][C:8]1[CH:14]=[CH:13][C:11]([NH2:12])=[CH:10][CH:9]=1)[CH:2]=[CH2:3].CCN(CC)CC.[C:25](Cl)(=[O:28])[CH:26]=[CH2:27]. Product: [C:25]([NH:12][C:11]1[CH:10]=[CH:9][C:8]([SiH2:7][O:6][CH2:5][CH:4]([CH2:1][CH:2]=[CH2:3])[CH2:15][CH:16]=[CH2:17])=[CH:14][CH:13]=1)(=[O:28])[CH:26]=[CH2:27]. The catalyst class is: 4.